From a dataset of Forward reaction prediction with 1.9M reactions from USPTO patents (1976-2016). Predict the product of the given reaction. (1) Given the reactants [C:1]([C:3](=[CH:8][CH:9]([CH3:11])[CH3:10])[CH2:4][C:5]([O-:7])=[O:6])#[N:2].C([NH3+])(C)(C)C.[OH-].[K+].C(O)(=O)C, predict the reaction product. The product is: [CH3:11][CH:9]([CH2:8][C@H:3]([CH2:1][NH2:2])[CH2:4][C:5]([OH:7])=[O:6])[CH3:10]. (2) Given the reactants Cl[C:2]1[C:11]([C:12]([OH:14])=[O:13])=[CH:10][C:9]2[C:4](=[CH:5][CH:6]=[C:7]([Cl:15])[CH:8]=2)[N:3]=1.[NH2:16][C@@H:17]([CH2:21][C:22]1[CH:27]=[CH:26][C:25]([O:28][C:29]2[CH:38]=[CH:37][C:36]3[C:31](=[C:32]([Cl:39])[CH:33]=[CH:34][CH:35]=3)[N:30]=2)=[CH:24][CH:23]=1)[C:18]([OH:20])=[O:19], predict the reaction product. The product is: [C:18]([C@@H:17]([NH:16][C:2]1[C:11]([C:12]([OH:14])=[O:13])=[CH:10][C:9]2[C:4](=[CH:5][CH:6]=[C:7]([Cl:15])[CH:8]=2)[N:3]=1)[CH2:21][C:22]1[CH:27]=[CH:26][C:25]([O:28][C:29]2[CH:38]=[CH:37][C:36]3[C:31](=[C:32]([Cl:39])[CH:33]=[CH:34][CH:35]=3)[N:30]=2)=[CH:24][CH:23]=1)([OH:20])=[O:19]. (3) The product is: [C:1]([O:5][C:6]([N:8]1[CH2:13][CH2:12][C:11]2([CH2:18][CH2:17][N:16]([C:32](=[O:33])[C:31]3[CH:35]=[CH:36][C:28]([C:26]#[N:27])=[CH:29][CH:30]=3)[CH2:15][CH2:14]2)[CH2:10][CH2:9]1)=[O:7])([CH3:4])([CH3:2])[CH3:3]. Given the reactants [C:1]([O:5][C:6]([N:8]1[CH2:13][CH2:12][C:11]2([CH2:18][CH2:17][NH:16][CH2:15][CH2:14]2)[CH2:10][CH2:9]1)=[O:7])([CH3:4])([CH3:3])[CH3:2].C(N(CC)CC)C.[C:26]([C:28]1[CH:36]=[CH:35][C:31]([C:32](Cl)=[O:33])=[CH:30][CH:29]=1)#[N:27], predict the reaction product. (4) The product is: [S:1]1[C:5]2[CH:6]=[CH:7][CH:8]=[CH:9][C:4]=2[N:3]=[C:2]1[CH2:16][C:15]1[CH:18]=[C:11]([Br:10])[CH:12]=[CH:13][C:14]=1[Cl:19]. Given the reactants [S:1]1[C:5]2[CH:6]=[CH:7][CH:8]=[CH:9][C:4]=2[N:3]=[CH:2]1.[Br:10][C:11]1[CH:12]=[CH:13][C:14]([Cl:19])=[C:15]([CH:18]=1)[CH:16]=O, predict the reaction product. (5) Given the reactants [F:1][C:2]([F:7])([F:6])[C:3]([OH:5])=[O:4].Br[C:9]1[CH:10]=[N:11][CH:12]=[C:13]([O:15][CH:16]2[CH2:19][C:18]([F:21])([F:20])[CH2:17]2)[CH:14]=1.[Cl-].[C:23]([O:27][C:28](=[O:31])[CH2:29][Zn+])([CH3:26])([CH3:25])[CH3:24].CCOCC, predict the reaction product. The product is: [F:1][C:2]([F:7])([F:6])[C:3]([OH:5])=[O:4].[F:20][C:18]1([F:21])[CH2:19][CH:16]([O:15][C:13]2[CH:14]=[C:9]([CH2:29][C:28]([O:27][C:23]([CH3:26])([CH3:25])[CH3:24])=[O:31])[CH:10]=[N:11][CH:12]=2)[CH2:17]1. (6) The product is: [Cl:19][C:12]1[N:13]=[CH:14][C:15]2[NH:16][C:4](=[O:3])[CH2:5][N:6]([CH:7]([CH3:9])[CH3:8])[C:10]=2[N:11]=1. Given the reactants C([O:3][C:4](=O)[CH2:5][N:6]([C:10]1[C:15]([N+:16]([O-])=O)=[CH:14][N:13]=[C:12]([Cl:19])[N:11]=1)[CH:7]([CH3:9])[CH3:8])C.[H][H], predict the reaction product. (7) Given the reactants [Br:1][C:2]1[CH:3]=[CH:4][C:5]2[N:11]3[C:12]([CH3:15])=[N:13][N:14]=[C:10]3[C@H:9]([CH3:16])[CH2:8][NH:7][C:6]=2[CH:17]=1.I[C:19]1[CH:20]=[N:21][N:22]([CH3:24])[CH:23]=1.N1C2C(=CC=C3C=2N=CC=C3)C=CC=1.P([O-])([O-])([O-])=O.[K+].[K+].[K+], predict the reaction product. The product is: [Br:1][C:2]1[CH:3]=[CH:4][C:5]2[N:11]3[C:12]([CH3:15])=[N:13][N:14]=[C:10]3[C@H:9]([CH3:16])[CH2:8][N:7]([C:19]3[CH:20]=[N:21][N:22]([CH3:24])[CH:23]=3)[C:6]=2[CH:17]=1. (8) Given the reactants [C:1]1(=[O:11])[O:6][C:4](=[O:5])[C:3]2=[CH:7][CH:8]=[CH:9][CH:10]=[C:2]12.ClCCCl.[Cl-].[Al+3].[Cl-].[Cl-].[OH:20][C:21]1[CH:26]=[C:25]([OH:27])[CH:24]=[CH:23][C:22]=1[CH2:28][CH2:29][CH2:30][CH2:31][C:32]([O:34][CH3:35])=[O:33], predict the reaction product. The product is: [OH:27][C:25]1[CH:26]=[C:21]([OH:20])[C:22]([CH2:28][CH2:29][CH2:30][CH2:31][C:32]([O:34][CH3:35])=[O:33])=[CH:23][C:24]=1[C:4]([C:3]1[CH:7]=[CH:8][CH:9]=[CH:10][C:2]=1[C:1]([OH:6])=[O:11])=[O:5]. (9) Given the reactants [OH:1][C:2]1[CH:7]=[CH:6][CH:5]=[CH:4][C:3]=1[CH2:8][C:9]([O:11][C:12]([CH3:15])([CH3:14])[CH3:13])=[O:10].C([O-])([O-])=O.[K+].[K+].[Br:22][C:23]1[CH:24]=[C:25]([CH:28]=[CH:29][CH:30]=1)[CH2:26]Br, predict the reaction product. The product is: [Br:22][C:23]1[CH:24]=[C:25]([CH:28]=[CH:29][CH:30]=1)[CH2:26][O:1][C:2]1[CH:7]=[CH:6][CH:5]=[CH:4][C:3]=1[CH2:8][C:9]([O:11][C:12]([CH3:15])([CH3:14])[CH3:13])=[O:10].